Dataset: Reaction yield outcomes from USPTO patents with 853,638 reactions. Task: Predict the reaction yield, written as a fraction of the theoretical maximum amount of product (1.0 means a 100% yield; for example, 0.34 means a 34% yield). (1) The product is [C:1]([O:5][C:6]([N:8]1[CH2:12][CH:11]([NH2:13])[CH2:10][O:9]1)=[O:7])([CH3:4])([CH3:2])[CH3:3]. The catalyst is CC#N. The reactants are [C:1]([O:5][C:6]([N:8]1[CH2:12][CH:11]([NH:13]S(C2C=CC=CC=2[N+]([O-])=O)(=O)=O)[CH2:10][O:9]1)=[O:7])([CH3:4])([CH3:3])[CH3:2].C1(S)C=CC=CC=1.C([O-])([O-])=O.[K+].[K+].CO. The yield is 0.960. (2) The reactants are [Cl:1][C:2]1[CH:3]=[C:4]([CH:9]=[C:10]([C:12]2[CH:17]=[CH:16][C:15]([CH2:18]O)=[CH:14][CH:13]=2)[N:11]=1)[C:5]([O:7][CH3:8])=[O:6].C1(P(C2C=CC=CC=2)C2C=CC=CC=2)C=CC=CC=1.C(Br)(Br)(Br)[Br:40]. The catalyst is C(Cl)Cl. The product is [Br:40][CH2:18][C:15]1[CH:16]=[CH:17][C:12]([C:10]2[CH:9]=[C:4]([CH:3]=[C:2]([Cl:1])[N:11]=2)[C:5]([O:7][CH3:8])=[O:6])=[CH:13][CH:14]=1. The yield is 0.640. (3) The reactants are [C:1]1(/C=C/[C:1]2[CH:6]=[CH:5]C=[CH:3][CH:2]=2)[CH:6]=[CH:5]C=[CH:3][CH:2]=1.OOS([O-])=O.[K+].[O-]S([O-])=O.[Na+].[Na+].CC[O:29][C:30]([CH3:32])=[O:31]. The catalyst is CN(C=O)C. The product is [C:30]([OH:29])(=[O:31])[C:32]1[CH:5]=[CH:6][CH:1]=[CH:2][CH:3]=1. The yield is 0.950. (4) The reactants are [OH:1][C:2]1[CH:7]=[CH:6][C:5]([Cl:8])=[CH:4][C:3]=1[S:9]([N:12]1[CH2:16][CH2:15][CH2:14][CH2:13]1)(=[O:11])=[O:10].[OH2:17].Cl[C:19](Cl)(Cl)[C:20]([CH3:23])(O)[CH3:21].[OH-:26].[Na+]. The catalyst is CC(C)=O. The product is [Cl:8][C:5]1[CH:6]=[CH:7][C:2]([O:1][C:20]([CH3:23])([CH3:21])[C:19]([OH:26])=[O:17])=[C:3]([S:9]([N:12]2[CH2:13][CH2:14][CH2:15][CH2:16]2)(=[O:11])=[O:10])[CH:4]=1. The yield is 0.270.